From a dataset of Full USPTO retrosynthesis dataset with 1.9M reactions from patents (1976-2016). Predict the reactants needed to synthesize the given product. (1) Given the product [NH2:12][C:13]1[N:14]=[C:15]([N:1]2[CH2:6][CH2:5][CH2:4][C@@H:3]([C:7]([O:9][CH2:10][CH3:11])=[O:8])[CH2:2]2)[CH:16]=[CH:17][C:18]=1[N+:19]([O-:21])=[O:20], predict the reactants needed to synthesize it. The reactants are: [NH:1]1[CH2:6][CH2:5][CH2:4][C@@H:3]([C:7]([O:9][CH2:10][CH3:11])=[O:8])[CH2:2]1.[NH2:12][C:13]1[C:18]([N+:19]([O-:21])=[O:20])=[CH:17][CH:16]=[C:15](Cl)[N:14]=1.C(N(CC)CC)C. (2) Given the product [Br:2][C:3]1[CH:8]=[CH:7][C:6]([NH:9][N:10]=[C:12]([CH3:14])[C:11]([O:16][CH2:17][CH3:18])=[O:15])=[CH:5][CH:4]=1, predict the reactants needed to synthesize it. The reactants are: Cl.[Br:2][C:3]1[CH:8]=[CH:7][C:6]([NH:9][NH2:10])=[CH:5][CH:4]=1.[C:11]([O:16][CH2:17][CH3:18])(=[O:15])[C:12]([CH3:14])=O.C(O)(=O)C. (3) Given the product [Br:1][CH2:2][CH2:3][CH2:4][CH2:5][CH2:6][CH2:7][CH2:8][CH2:9][CH2:10][O:11][CH2:12][C:13]1[CH:18]=[CH:17][CH:16]=[CH:15][CH:14]=1, predict the reactants needed to synthesize it. The reactants are: [Br:1][CH2:2][CH2:3][CH2:4][CH2:5][CH2:6][CH2:7][CH2:8][CH2:9][CH2:10][OH:11].[CH2:12](Br)[C:13]1[CH:18]=[CH:17][CH:16]=[CH:15][CH:14]=1.[H-].[Na+]. (4) Given the product [ClH:49].[OH:13][NH:12][C:10]([C:7]1([S:20]([C:23]2[CH:24]=[CH:25][C:26]([C:29]3[CH:34]=[CH:33][C:32]([O:35][C:36]([F:41])([F:40])[CH:37]([F:39])[F:38])=[CH:31][CH:30]=3)=[CH:27][CH:28]=2)(=[O:22])=[O:21])[CH2:6][CH2:5][N:4]([CH:1]2[CH2:3][CH2:2]2)[CH2:9][CH2:8]1)=[O:11], predict the reactants needed to synthesize it. The reactants are: [CH:1]1([N:4]2[CH2:9][CH2:8][C:7]([S:20]([C:23]3[CH:28]=[CH:27][C:26]([C:29]4[CH:34]=[CH:33][C:32]([O:35][C:36]([F:41])([F:40])[CH:37]([F:39])[F:38])=[CH:31][CH:30]=4)=[CH:25][CH:24]=3)(=[O:22])=[O:21])([C:10]([NH:12][O:13]C3CCCCO3)=[O:11])[CH2:6][CH2:5]2)[CH2:3][CH2:2]1.FC(F)(F)C(O)=O.[Cl:49]CCl. (5) Given the product [F:1][C:2]1[CH:3]=[C:4]2[C:8](=[CH:9][CH:10]=1)[N:7]([NH:11][C:12]([C:14]1[CH:15]=[N:16][C:17]([C:20]3[CH:25]=[CH:24][CH:23]=[C:22]([F:26])[CH:21]=3)=[N:18][CH:19]=1)=[O:13])[CH:6]=[C:5]2[S:28]([Cl:27])(=[O:30])=[O:29], predict the reactants needed to synthesize it. The reactants are: [F:1][C:2]1[CH:3]=[C:4]2[C:8](=[CH:9][CH:10]=1)[N:7]([NH:11][C:12]([C:14]1[CH:15]=[N:16][C:17]([C:20]3[CH:25]=[CH:24][CH:23]=[C:22]([F:26])[CH:21]=3)=[N:18][CH:19]=1)=[O:13])[CH:6]=[CH:5]2.[Cl:27][S:28](O)(=[O:30])=[O:29]. (6) Given the product [F:37][C:33]1[N:32]=[C:31]([CH2:30][O:25][C:22]2[CH:23]=[CH:24][C:19]([CH2:18][C:15]3[CH:14]=[C:13]([C:12]4[C:7]([NH2:6])=[N:8][C:9]([NH2:26])=[CH:10][CH:11]=4)[O:17][N:16]=3)=[CH:20][CH:21]=2)[CH:36]=[CH:35][CH:34]=1, predict the reactants needed to synthesize it. The reactants are: O1CCCC1.[NH2:6][C:7]1[C:12]([C:13]2[O:17][N:16]=[C:15]([CH2:18][C:19]3[CH:24]=[CH:23][C:22]([OH:25])=[CH:21][CH:20]=3)[CH:14]=2)=[CH:11][CH:10]=[C:9]([NH2:26])[N:8]=1.[OH-].[Na+].Cl[CH2:30][C:31]1[CH:36]=[CH:35][CH:34]=[C:33]([F:37])[N:32]=1. (7) Given the product [ClH:45].[CH3:24][NH:23][CH:20]1[CH2:19][CH2:18][CH:17]([O:16][C:7]2[C:6]3[C:5]4[C@@H:4]([CH2:3][C@@H:2]([C:32]5[CH:36]=[CH:35][NH:34][N:33]=5)[OH:1])[CH2:15][CH2:14][C:13]=4[S:12][C:11]=3[N:10]=[CH:9][N:8]=2)[CH2:22][CH2:21]1, predict the reactants needed to synthesize it. The reactants are: [OH:1][C@H:2]([C:32]1[CH:36]=[CH:35][N:34](COCC[Si](C)(C)C)[N:33]=1)[CH2:3][C@H:4]1[CH2:15][CH2:14][C:13]2[S:12][C:11]3[N:10]=[CH:9][N:8]=[C:7]([O:16][CH:17]4[CH2:22][CH2:21][CH:20]([N:23](C)[C:24](=O)OC(C)(C)C)[CH2:19][CH2:18]4)[C:6]=3[C:5]1=2.[ClH:45]. (8) The reactants are: [N:1]([O-])=O.[Na+].[NH2:5][C:6]1[CH:7]=[N:8][CH:9]=[C:10](OC)[CH:11]=1.C(OC(=O)[CH:18]([NH:24][C:25]([C:27]1[N:28]=[CH:29][N:30]([CH3:32])[CH:31]=1)=O)[C:19]([O:21]CC)=[O:20])C.[C:34](=[O:37])([O-])[O-].[K+].[K+].C[O-].[Na+].[OH-].[Na+]. Given the product [CH3:34][O:37][C:9]1[N:8]=[CH:7][C:6]([N:5]2[C:25]([C:27]3[N:28]=[CH:29][N:30]([CH3:32])[CH:31]=3)=[N:24][C:18]([C:19]([OH:21])=[O:20])=[N:1]2)=[CH:11][CH:10]=1, predict the reactants needed to synthesize it.